From a dataset of Full USPTO retrosynthesis dataset with 1.9M reactions from patents (1976-2016). Predict the reactants needed to synthesize the given product. (1) Given the product [Si:1]([O:8][CH2:9][C@@H:10]1[CH2:15][CH2:14][C@H:13]([C:16]2[N:28]=[N:29][N:23]3[C:18]=2[C:19]2[CH:26]=[CH:25][NH:24][C:20]=2[N:21]=[CH:22]3)[CH2:12][CH2:11]1)([C:4]([CH3:7])([CH3:6])[CH3:5])([CH3:3])[CH3:2].[Si:1]([O:8][CH2:9][C@H:10]1[CH2:15][CH2:14][C@H:13]([C:16]2[N:28]=[N:29][N:23]3[C:18]=2[C:19]2[CH:26]=[CH:25][NH:24][C:20]=2[N:21]=[CH:22]3)[CH2:12][CH2:11]1)([C:4]([CH3:7])([CH3:6])[CH3:5])([CH3:3])[CH3:2], predict the reactants needed to synthesize it. The reactants are: [Si:1]([O:8][CH2:9][CH:10]1[CH2:15][CH2:14][CH:13]([C:16]([C:18]2[C:19]3[CH:26]=[CH:25][NH:24][C:20]=3[N:21]=[CH:22][N:23]=2)=O)[CH2:12][CH2:11]1)([C:4]([CH3:7])([CH3:6])[CH3:5])([CH3:3])[CH3:2].O.[NH2:28][NH2:29].C(OCC)(=O)C. (2) Given the product [I:1][C:17]#[C:16][C:10]1[CH:15]=[CH:14][CH:13]=[CH:12][CH:11]=1, predict the reactants needed to synthesize it. The reactants are: [I:1]N1C(C)(C)COC1=O.[C:10]1([C:16]#[C:17]C(O)=O)[CH:15]=[CH:14][CH:13]=[CH:12][CH:11]=1. (3) Given the product [F:1][C:2]1[CH:3]=[C:4]([CH:42]=[CH:43][CH:44]=1)[CH2:5][N:6]1[CH:10]=[C:9]([C:11]2[C:19]3[C:14](=[N:15][CH:16]=[C:17]([C:20]4[CH:25]=[CH:24][C:23]([N:26]5[CH2:31][CH2:30][N:29]([CH2:80][C@@H:81]([OH:82])[CH3:83])[CH2:28][CH2:27]5)=[N:22][CH:21]=4)[CH:18]=3)[N:13]([S:32]([C:35]3[CH:41]=[CH:40][C:38]([CH3:39])=[CH:37][CH:36]=3)(=[O:34])=[O:33])[CH:12]=2)[CH:8]=[N:7]1, predict the reactants needed to synthesize it. The reactants are: [F:1][C:2]1[CH:3]=[C:4]([CH:42]=[CH:43][CH:44]=1)[CH2:5][N:6]1[CH:10]=[C:9]([C:11]2[C:19]3[C:14](=[N:15][CH:16]=[C:17]([C:20]4[CH:21]=[N:22][C:23]([N:26]5[CH2:31][CH2:30][NH:29][CH2:28][CH2:27]5)=[CH:24][CH:25]=4)[CH:18]=3)[N:13]([S:32]([C:35]3[CH:41]=[CH:40][C:38]([CH3:39])=[CH:37][CH:36]=3)(=[O:34])=[O:33])[CH:12]=2)[CH:8]=[N:7]1.FC1C=C(C=CC=1)CN1C=C(C2C3C(=NC=C(C4C=NC(N5CCN(C)CC5)=CC=4)C=3)NC=2)C=N1.[CH3:80][C@H:81]1[CH2:83][O:82]1. (4) Given the product [F:23][C@@H:24]1[CH2:28][CH2:27][N:26]([C:19]([CH:16]2[CH2:15][CH2:14][N:13]([C:8]3[CH:9]=[N:10][CH:11]=[CH:12][C:7]=3[N:5]3[CH:6]=[C:2]([CH3:1])[CH:3]=[N:4]3)[CH2:18][CH2:17]2)=[O:21])[CH2:25]1, predict the reactants needed to synthesize it. The reactants are: [CH3:1][C:2]1[CH:3]=[N:4][N:5]([C:7]2[CH:12]=[CH:11][N:10]=[CH:9][C:8]=2[N:13]2[CH2:18][CH2:17][CH:16]([C:19]([OH:21])=O)[CH2:15][CH2:14]2)[CH:6]=1.Cl.[F:23][C@@H:24]1[CH2:28][CH2:27][NH:26][CH2:25]1.CN(C(ON1N=NC2C=CC=NC1=2)=[N+](C)C)C.F[P-](F)(F)(F)(F)F.CCN(C(C)C)C(C)C. (5) Given the product [N:26]1([C:31]2[CH:38]=[CH:37][C:34]([CH2:35][N:16]3[CH2:17][CH2:18][C:19]4[C:24](=[CH:23][CH:22]=[C:21]([OH:25])[CH:20]=4)[CH:15]3[C:12]3[CH:13]=[CH:14][C:9]([O:8][CH2:7][CH2:6][N:1]4[CH2:5][CH2:4][CH2:3][CH2:2]4)=[CH:10][CH:11]=3)=[CH:33][CH:32]=2)[CH:30]=[CH:29][N:28]=[CH:27]1, predict the reactants needed to synthesize it. The reactants are: [N:1]1([CH2:6][CH2:7][O:8][C:9]2[CH:14]=[CH:13][C:12]([CH:15]3[C:24]4[C:19](=[CH:20][C:21]([OH:25])=[CH:22][CH:23]=4)[CH2:18][CH2:17][NH:16]3)=[CH:11][CH:10]=2)[CH2:5][CH2:4][CH2:3][CH2:2]1.[N:26]1([C:31]2[CH:38]=[CH:37][C:34]([CH:35]=O)=[CH:33][CH:32]=2)[CH:30]=[CH:29][N:28]=[CH:27]1.CC([O-])=O.[Na+].C([BH3-])#N.[Na+]. (6) Given the product [CH2:1]([S:3]([C:4]1[N:9]=[C:8]([C:10]2[S:11][C:12]3[CH:20]=[CH:19][CH:18]=[CH:17][C:13]=3[C:14](=[O:16])[N:15]=2)[CH:7]=[CH:6][CH:5]=1)=[O:29])[CH3:2], predict the reactants needed to synthesize it. The reactants are: [CH2:1]([S:3][C:4]1[N:9]=[C:8]([C:10]2[S:11][C:12]3[CH:20]=[CH:19][CH:18]=[CH:17][C:13]=3[C:14](=[O:16])[N:15]=2)[CH:7]=[CH:6][CH:5]=1)[CH3:2].ClC1C=CC=C(C(OO)=[O:29])C=1. (7) Given the product [CH3:26][CH:22]([CH2:21][CH2:20][C:14]1[CH:15]=[CH:16][CH:17]=[CH:18][CH:19]=1)[CH2:23][CH2:11][O:10][C:8](=[O:9])[C:7]1[CH:6]=[CH:5][C:4]([NH2:3])=[CH:13][CH:12]=1, predict the reactants needed to synthesize it. The reactants are: [H-].[Na+].[NH2:3][C:4]1[CH:13]=[CH:12][C:7]([C:8]([O:10][CH3:11])=[O:9])=[CH:6][CH:5]=1.[C:14]1([CH2:20][CH2:21][CH2:22][CH2:23]CO)[CH:19]=[CH:18][CH:17]=[CH:16][CH:15]=1.[CH3:26]O.